Dataset: Full USPTO retrosynthesis dataset with 1.9M reactions from patents (1976-2016). Task: Predict the reactants needed to synthesize the given product. (1) Given the product [Cl:5][C:6]1[CH:7]=[CH:8][C:9]2[N:10]([C:12]([I:26])=[C:13]([NH:15][C:16](=[O:18])[CH3:17])[N:14]=2)[N:11]=1, predict the reactants needed to synthesize it. The reactants are: C(Cl)(Cl)Cl.[Cl:5][C:6]1[CH:7]=[CH:8][C:9]2[N:10]([CH:12]=[C:13]([NH:15][C:16](=[O:18])[CH3:17])[N:14]=2)[N:11]=1.C1C(=O)N([I:26])C(=O)C1. (2) Given the product [C:14]([C:16]1[C:17]([O:45][CH3:46])=[C:18]([CH2:26][N:27]([CH3:44])[C:28](=[O:43])[CH:29]([C:36]2[CH:37]=[CH:38][C:39]([F:42])=[CH:40][CH:41]=2)[N:30]2[CH2:31][CH2:32][N:33]([C:6](=[O:11])[C:7]([F:8])([F:9])[F:10])[CH2:34][CH2:35]2)[C:19]2[C:24]([CH:25]=1)=[CH:23][CH:22]=[CH:21][CH:20]=2)#[N:15], predict the reactants needed to synthesize it. The reactants are: [F:8][C:7]([F:10])([F:9])[C:6](O[C:6](=[O:11])[C:7]([F:10])([F:9])[F:8])=[O:11].[C:14]([C:16]1[C:17]([O:45][CH3:46])=[C:18]([CH2:26][N:27]([CH3:44])[C:28](=[O:43])[CH:29]([C:36]2[CH:41]=[CH:40][C:39]([F:42])=[CH:38][CH:37]=2)[N:30]2[CH2:35][CH2:34][NH:33][CH2:32][CH2:31]2)[C:19]2[C:24]([CH:25]=1)=[CH:23][CH:22]=[CH:21][CH:20]=2)#[N:15].C(N(C(C)C)CC)(C)C. (3) The reactants are: [Si:1]([O:18][C@H:19]([CH3:40])[CH2:20][CH2:21][CH2:22][CH2:23][O:24][C:25]1([CH2:38]I)[CH2:30][CH2:29][N:28]([C:31]([O:33][C:34]([CH3:37])([CH3:36])[CH3:35])=[O:32])[CH2:27][CH2:26]1)([C:14]([CH3:17])([CH3:16])[CH3:15])([C:8]1[CH:13]=[CH:12][CH:11]=[CH:10][CH:9]=1)[C:2]1[CH:7]=[CH:6][CH:5]=[CH:4][CH:3]=1. Given the product [Si:1]([O:18][C@H:19]([CH3:40])[CH2:20][CH2:21][CH2:22][CH2:23][O:24][C:25]1([CH3:38])[CH2:30][CH2:29][N:28]([C:31]([O:33][C:34]([CH3:37])([CH3:36])[CH3:35])=[O:32])[CH2:27][CH2:26]1)([C:14]([CH3:16])([CH3:17])[CH3:15])([C:8]1[CH:9]=[CH:10][CH:11]=[CH:12][CH:13]=1)[C:2]1[CH:3]=[CH:4][CH:5]=[CH:6][CH:7]=1, predict the reactants needed to synthesize it. (4) Given the product [CH2:3]=[CH:2][CH2:1][S:4](=[O:5])[S:4][CH2:1][CH:2]=[CH2:3], predict the reactants needed to synthesize it. The reactants are: [CH2:1]([SH:4])[CH:2]=[CH2:3].[OH2:5].